From a dataset of Reaction yield outcomes from USPTO patents with 853,638 reactions. Predict the reaction yield, written as a fraction of the theoretical maximum amount of product (1.0 means a 100% yield; for example, 0.34 means a 34% yield). The reactants are F[C:2]1[CH:3]=[C:4]([C:12]2[CH:17]=[CH:16][CH:15]=[CH:14][CH:13]=2)[CH:5]=[C:6]([O:10][CH3:11])[C:7]=1[C:8]#[N:9].[NH3:18]. No catalyst specified. The product is [NH2:18][C:2]1[CH:3]=[C:4]([C:12]2[CH:17]=[CH:16][CH:15]=[CH:14][CH:13]=2)[CH:5]=[C:6]([O:10][CH3:11])[C:7]=1[C:8]#[N:9]. The yield is 0.520.